This data is from Reaction yield outcomes from USPTO patents with 853,638 reactions. The task is: Predict the reaction yield, written as a fraction of the theoretical maximum amount of product (1.0 means a 100% yield; for example, 0.34 means a 34% yield). (1) The reactants are [H-].[Na+].[CH3:3][S:4]([NH2:7])(=[O:6])=[O:5].[CH3:8][C:9]1([CH3:34])[CH2:18][C:17]2[C:12](=[CH:13][CH:14]=[C:15]([C:19](O)=[O:20])[CH:16]=2)[NH:11][CH:10]1[C:22]1[CH:27]=[CH:26][CH:25]=[C:24]([N:28]2[CH2:33][CH2:32][NH:31][CH2:30][CH2:29]2)[CH:23]=1.C(N1C=CN=C1)(N1C=CN=C1)=O. The catalyst is CN(C)C=O. The product is [CH3:8][C:9]1([CH3:34])[CH2:18][C:17]2[C:12](=[CH:13][CH:14]=[C:15]([C:19]([NH:7][S:4]([CH3:3])(=[O:6])=[O:5])=[O:20])[CH:16]=2)[NH:11][CH:10]1[C:22]1[CH:27]=[CH:26][CH:25]=[C:24]([N:28]2[CH2:33][CH2:32][NH:31][CH2:30][CH2:29]2)[CH:23]=1. The yield is 0.300. (2) The reactants are Br[CH2:2][C:3]([C:5]1[C:10]([CH3:11])=[CH:9][C:8]([O:12][C:13]2[CH:18]=[CH:17][C:16]([O:19][CH:20]([CH3:22])[CH3:21])=[CH:15][CH:14]=2)=[CH:7][C:6]=1[CH3:23])=O.[NH2:24][C:25]([NH2:27])=[S:26]. The catalyst is CCO. The product is [CH:20]([O:19][C:16]1[CH:17]=[CH:18][C:13]([O:12][C:8]2[CH:9]=[C:10]([CH3:11])[C:5]([C:3]3[N:24]=[C:25]([NH2:27])[S:26][CH:2]=3)=[C:6]([CH3:23])[CH:7]=2)=[CH:14][CH:15]=1)([CH3:22])[CH3:21]. The yield is 0.610.